Dataset: Reaction yield outcomes from USPTO patents with 853,638 reactions. Task: Predict the reaction yield, written as a fraction of the theoretical maximum amount of product (1.0 means a 100% yield; for example, 0.34 means a 34% yield). (1) The reactants are [NH2:1][C:2]1[CH:7]=[C:6]([C:8]2[C:9]([C:21]3[CH:26]=[CH:25][C:24]([F:27])=[CH:23][CH:22]=3)=[N:10][N:11]([C:13]3[C:18]([CH3:19])=[CH:17][C:16](=[O:20])[NH:15][N:14]=3)[CH:12]=2)[CH:5]=[CH:4][N:3]=1.NC1C=C(C2C(C3C=CC=CC=3)=NN(C3C=CC(=O)NN=3)C=2)C=CN=1. No catalyst specified. The product is [NH2:1][C:2]1[CH:7]=[C:6]([C:8]2[C:9]([C:21]3[CH:22]=[CH:23][C:24]([F:27])=[CH:25][CH:26]=3)=[N:10][N:11]([C:13]3[CH:18]([CH3:19])[CH2:17][C:16](=[O:20])[NH:15][N:14]=3)[CH:12]=2)[CH:5]=[CH:4][N:3]=1. The yield is 0.480. (2) The reactants are Cl[C:2]1[C:11]2[CH2:10][CH2:9][CH2:8][CH2:7][C:6]=2[N:5]=[C:4]([C:12]2[CH:17]=[CH:16][CH:15]=[C:14]([Cl:18])[CH:13]=2)[N:3]=1.[NH2:19][C:20]1[CH:28]=[CH:27][C:23]([CH2:24][CH2:25][OH:26])=[CH:22][CH:21]=1. No catalyst specified. The product is [Cl:18][C:14]1[CH:13]=[C:12]([C:4]2[N:3]=[C:2]([NH:19][C:20]3[CH:28]=[CH:27][C:23]([CH2:24][CH2:25][OH:26])=[CH:22][CH:21]=3)[C:11]3[CH2:10][CH2:9][CH2:8][CH2:7][C:6]=3[N:5]=2)[CH:17]=[CH:16][CH:15]=1. The yield is 1.00. (3) The reactants are [CH2:1]([O:3][C:4]([C@@H:6]1[C@H:10]([CH3:11])[CH2:9][C@@H:8]([CH2:12][C:13](O)=[O:14])[CH2:7]1)=[O:5])[CH3:2]. The catalyst is C1COCC1. The product is [OH:14][CH2:13][CH2:12][C@H:8]1[CH2:7][C@H:6]([C:4]([O:3][CH2:1][CH3:2])=[O:5])[C@H:10]([CH3:11])[CH2:9]1. The yield is 0.920. (4) The reactants are [CH3:1][O:2][C:3]([C:5]1[C:9]([NH2:10])=[CH:8][N:7]([CH3:11])[N:6]=1)=[O:4].C(N(CC)CC)C.[C:19]1([C:25](Cl)([C:32]2[CH:37]=[CH:36][CH:35]=[CH:34][CH:33]=2)[C:26]2[CH:31]=[CH:30][CH:29]=[CH:28][CH:27]=2)[CH:24]=[CH:23][CH:22]=[CH:21][CH:20]=1. The catalyst is CN(C)C=O. The product is [CH3:1][O:2][C:3]([C:5]1[C:9]([NH:10][C:25]([C:19]2[CH:24]=[CH:23][CH:22]=[CH:21][CH:20]=2)([C:32]2[CH:33]=[CH:34][CH:35]=[CH:36][CH:37]=2)[C:26]2[CH:27]=[CH:28][CH:29]=[CH:30][CH:31]=2)=[CH:8][N:7]([CH3:11])[N:6]=1)=[O:4]. The yield is 0.911. (5) The reactants are [NH:1]1[C:9]2[C:4](=[CH:5][CH:6]=[C:7]([O:10][CH2:11][C:12](OCC)=[O:13])[CH:8]=2)[CH:3]=[CH:2]1.[C@H](O)(C([O-])=O)[C@@H](O)C([O-])=O.[Na+].[K+]. The catalyst is C1COCC1.C(OCC)C. The product is [NH:1]1[C:9]2[C:4](=[CH:5][CH:6]=[C:7]([O:10][CH2:11][CH2:12][OH:13])[CH:8]=2)[CH:3]=[CH:2]1. The yield is 0.680. (6) The reactants are [F:1][C:2]1[C:7]([CH3:8])=[CH:6][CH:5]=[CH:4][C:3]=1[NH:9][C:10]1[N:15]2[N:16]=[CH:17][C:18]([C:19](O)=[O:20])=[C:14]2[N:13]=[CH:12][C:11]=1[C:22]([N:24]1[CH2:29][CH2:28][CH:27]([C:30]2[CH:35]=[CH:34][CH:33]=[CH:32][CH:31]=2)[CH2:26][CH2:25]1)=[O:23].[CH2:36]([S:38]([NH2:41])(=[O:40])=[O:39])[CH3:37]. No catalyst specified. The product is [F:1][C:2]1[C:7]([CH3:8])=[CH:6][CH:5]=[CH:4][C:3]=1[NH:9][C:10]1[N:15]2[N:16]=[CH:17][C:18]([C:19]([NH:41][S:38]([CH2:36][CH3:37])(=[O:40])=[O:39])=[O:20])=[C:14]2[N:13]=[CH:12][C:11]=1[C:22]([N:24]1[CH2:25][CH2:26][CH:27]([C:30]2[CH:35]=[CH:34][CH:33]=[CH:32][CH:31]=2)[CH2:28][CH2:29]1)=[O:23]. The yield is 0.730. (7) The reactants are [ClH:1].C(OCC)C.[CH3:7][O:8][N:9]([CH3:24])[C:10]1[N:15]=[C:14]([NH:16][CH2:17][CH2:18][CH3:19])[N:13]=[C:12]([NH:20][CH2:21][C:22]#[CH:23])[N:11]=1. The catalyst is C(OCC)C. The product is [ClH:1].[CH3:7][O:8][N:9]([CH3:24])[C:10]1[N:11]=[C:12]([NH:20][CH2:21][CH2:22][CH3:23])[N:13]=[C:14]([NH:16][CH2:17][C:18]#[CH:19])[N:15]=1. The yield is 1.00.